This data is from Forward reaction prediction with 1.9M reactions from USPTO patents (1976-2016). The task is: Predict the product of the given reaction. (1) Given the reactants [F:1][C:2]1[C:3]([F:12])=[CH:4][C:5]2[S:9][C:8]([NH2:10])=[N:7][C:6]=2[CH:11]=1.Br[CH:14]([CH2:19][CH3:20])[C:15]([O:17]C)=[O:16].[CH3:21][C:22]1C=CC2N=C(N)S[C:24]=2[CH:23]=1.Br[CH:33]([CH2:39][CH3:40])[C:34]([O:36]CC)=O, predict the reaction product. The product is: [F:1][C:2]1[C:3]([F:12])=[CH:4][C:5]2[S:9][C:8](=[N:10][C:34](=[O:36])[C:33]3[CH:39]=[CH:40][C:23]([CH3:24])=[CH:22][CH:21]=3)[N:7]([CH:14]([CH2:19][CH3:20])[C:15]([OH:17])=[O:16])[C:6]=2[CH:11]=1. (2) Given the reactants Br[CH:2]([CH2:8][CH2:9][CH3:10])[C:3]([O:5][CH2:6][CH3:7])=[O:4].[CH3:11][O:12][C:13]1[CH:18]=[CH:17][C:16]([SH:19])=[CH:15][CH:14]=1, predict the reaction product. The product is: [CH2:6]([O:5][C:3](=[O:4])[CH:2]([S:19][C:16]1[CH:17]=[CH:18][C:13]([O:12][CH3:11])=[CH:14][CH:15]=1)[CH2:8][CH2:9][CH3:10])[CH3:7].